Dataset: Full USPTO retrosynthesis dataset with 1.9M reactions from patents (1976-2016). Task: Predict the reactants needed to synthesize the given product. (1) Given the product [N:7]1[C:8]([C:14]2[N:18]([CH:19]([CH3:20])[CH3:21])[N:17]=[C:16]([NH2:22])[N:15]=2)=[CH:9][N:10]2[C:6]=1[C:5]1[CH:23]=[CH:24][CH:2]=[CH:3][C:4]=1[O:13][CH2:12][CH2:11]2, predict the reactants needed to synthesize it. The reactants are: Br[C:2]1[CH:24]=[CH:23][C:5]2[C:6]3[N:10]([CH2:11][CH2:12][O:13][C:4]=2[CH:3]=1)[CH:9]=[C:8]([C:14]1[N:18]([CH:19]([CH3:21])[CH3:20])[N:17]=[C:16]([NH2:22])[N:15]=1)[N:7]=3. (2) Given the product [Br:15][C:16]1[CH:17]=[C:18]2[C:19]3([C:7]4[C:8](=[N:9][CH:10]=[CH:11][CH:12]=4)[C:13]([NH2:14])=[N:32]3)[C:20]3[CH:25]=[C:24]([Cl:26])[N:23]=[C:22]([F:27])[C:21]=3[O:28][C:29]2=[CH:30][CH:31]=1, predict the reactants needed to synthesize it. The reactants are: [Li]CCCC.Br[C:7]1[C:8]([C:13]#[N:14])=[N:9][CH:10]=[CH:11][CH:12]=1.[Br:15][C:16]1[CH:17]=[C:18]2[C:29](=[CH:30][CH:31]=1)[O:28][C:21]1[C:22]([F:27])=[N:23][C:24]([Cl:26])=[CH:25][C:20]=1[C:19]2=[N:32]S(C(C)(C)C)=O.[NH4+].[Cl-]. (3) Given the product [CH:1]([O:4][C:5](=[O:21])[NH:6][C@@H:7]1[CH2:20][C:10]2[N:11]([CH2:23][C:24]3[C:25]([N:30]4[C:31](=[O:40])[C:32]5[C:37](=[CH:36][CH:35]=[CH:34][CH:33]=5)[C:38]4=[O:39])=[N:26][CH:27]=[CH:28][CH:29]=3)[C:12]3[CH:13]=[CH:14][C:15]([C:18]#[N:19])=[CH:16][C:17]=3[C:9]=2[CH2:8]1)([CH3:3])[CH3:2], predict the reactants needed to synthesize it. The reactants are: [CH:1]([O:4][C:5](=[O:21])[NH:6][C@@H:7]1[CH2:20][C:10]2[NH:11][C:12]3[CH:13]=[CH:14][C:15]([C:18]#[N:19])=[CH:16][C:17]=3[C:9]=2[CH2:8]1)([CH3:3])[CH3:2].Br[CH2:23][C:24]1[C:25]([N:30]2[C:38](=[O:39])[C:37]3[C:32](=[CH:33][CH:34]=[CH:35][CH:36]=3)[C:31]2=[O:40])=[N:26][CH:27]=[CH:28][CH:29]=1.C(=O)([O-])[O-].[Cs+].[Cs+].CN(C1C=CC=CN=1)C. (4) Given the product [F:21][C:16]1[CH:17]=[CH:18][CH:19]=[CH:20][C:15]=1[N:8]1[C:9]2[CH:14]=[CH:13][CH:12]=[CH:11][C:10]=2[N:6]([CH2:5]/[CH:4]=[CH:3]/[CH2:2][N:25]([CH3:26])[CH3:24])[S:7]1(=[O:23])=[O:22], predict the reactants needed to synthesize it. The reactants are: Br[CH2:2]/[CH:3]=[CH:4]/[CH2:5][N:6]1[C:10]2[CH:11]=[CH:12][CH:13]=[CH:14][C:9]=2[N:8]([C:15]2[CH:20]=[CH:19][CH:18]=[CH:17][C:16]=2[F:21])[S:7]1(=[O:23])=[O:22].[CH3:24][NH:25][CH3:26].Cl. (5) Given the product [NH2:8][C:9]1[N:14]=[C:13]([CH3:15])[N:12]=[C:11]([C:16]2[CH:17]=[C:18]([CH2:31][OH:32])[CH:19]=[N:20][C:21]=2[NH:22][C:23]2[CH:24]=[N:25][C:26]([O:29][CH3:30])=[CH:27][CH:28]=2)[N:10]=1, predict the reactants needed to synthesize it. The reactants are: COC1C=CC(C[N:8](CC2C=CC(OC)=CC=2)[C:9]2[N:14]=[C:13]([CH3:15])[N:12]=[C:11]([C:16]3[CH:17]=[C:18]([CH2:31][OH:32])[CH:19]=[N:20][C:21]=3[NH:22][C:23]3[CH:24]=[N:25][C:26]([O:29][CH3:30])=[CH:27][CH:28]=3)[N:10]=2)=CC=1.FC(F)(F)S(O)(=O)=O.